The task is: Predict the reactants needed to synthesize the given product.. This data is from Full USPTO retrosynthesis dataset with 1.9M reactions from patents (1976-2016). (1) Given the product [CH3:25][O:26][C:2]1[C:7]2=[CH:8][N:9]([CH2:11][C:12]3[CH:13]=[N:14][C:15]([O:19][CH2:20][C:21]([F:24])([F:23])[F:22])=[C:16]([CH3:18])[CH:17]=3)[N:10]=[C:6]2[CH:5]=[CH:4][N:3]=1, predict the reactants needed to synthesize it. The reactants are: Cl[C:2]1[C:7]2=[CH:8][N:9]([CH2:11][C:12]3[CH:13]=[N:14][C:15]([O:19][CH2:20][C:21]([F:24])([F:23])[F:22])=[C:16]([CH3:18])[CH:17]=3)[N:10]=[C:6]2[CH:5]=[CH:4][N:3]=1.[CH3:25][OH:26]. (2) Given the product [Cl:33][C:28]1[C:29]([C:30](=[O:32])[CH3:31])=[C:24]([Cl:23])[N:25]=[CH:26][N:27]=1, predict the reactants needed to synthesize it. The reactants are: CC(OI1(OC(C)=O)(OC(C)=O)OC(=O)C2C1=CC=CC=2)=O.[Cl:23][C:24]1[C:29]([CH:30]([OH:32])[CH3:31])=[C:28]([Cl:33])[N:27]=[CH:26][N:25]=1.C(=O)(O)[O-].[Na+]. (3) Given the product [CH2:11]([O:10][C:9]([NH:8][C@@H:3]([C:4]([CH3:7])([CH3:6])[CH3:5])[CH2:2][NH:32][C:33](=[O:39])[O:34][C:35]([CH3:38])([CH3:37])[CH3:36])=[O:18])[C:12]1[CH:17]=[CH:16][CH:15]=[CH:14][CH:13]=1, predict the reactants needed to synthesize it. The reactants are: O[CH2:2][C@@H:3]([NH:8][C:9](=[O:18])[O:10][CH2:11][C:12]1[CH:17]=[CH:16][CH:15]=[CH:14][CH:13]=1)[C:4]([CH3:7])([CH3:6])[CH3:5].C(OC(NC(CC(C)C)C[NH:32][C:33](=[O:39])[O:34][C:35]([CH3:38])([CH3:37])[CH3:36])=O)C1C=CC=CC=1. (4) Given the product [CH3:22][O:21][C@H:19]1[CH2:20][N:16]2[C@H:17]([CH2:23][C:24](=[O:31])[CH2:25][CH2:26]2)[CH2:18]1, predict the reactants needed to synthesize it. The reactants are: N1CCCC1.C(OC([N:16]1[CH2:20][C@H:19]([O:21][CH3:22])[CH2:18][C@H:17]1[CH2:23][C:24](=[O:31])[CH2:25][C:26](OCC)=O)=O)C1C=CC=CC=1.[H-].[Al+3].[Li+].[H-].[H-].[H-].[OH-].[Na+]. (5) Given the product [Cl:35][C:9]1[CH:10]=[C:11]2[N:16]=[C:15]([O:17][C@H:18]3[C@H:22]4[O:23][CH2:24][C@@H:25]([OH:26])[C@H:21]4[O:20][CH2:19]3)[N:14]([CH2:27][O:28][CH2:29][CH2:30][Si:31]([CH3:34])([CH3:33])[CH3:32])[C:12]2=[N:13][C:8]=1[C:5]1[CH:6]=[CH:7][C:2]([C:39]2[CH2:40][CH2:41][S:36][CH2:37][CH:38]=2)=[CH:3][CH:4]=1, predict the reactants needed to synthesize it. The reactants are: Br[C:2]1[CH:7]=[CH:6][C:5]([C:8]2[N:13]=[C:12]3[N:14]([CH2:27][O:28][CH2:29][CH2:30][Si:31]([CH3:34])([CH3:33])[CH3:32])[C:15]([O:17][C@H:18]4[C@H:22]5[O:23][CH2:24][C@@H:25]([OH:26])[C@H:21]5[O:20][CH2:19]4)=[N:16][C:11]3=[CH:10][C:9]=2[Cl:35])=[CH:4][CH:3]=1.[S:36]1[CH2:41][CH:40]=[C:39](B2OC(C)(C)C(C)(C)O2)[CH2:38][CH2:37]1. (6) Given the product [ClH:52].[N:11]1([C:15]2[N:23]([CH2:24][C:25]3[CH:30]=[CH:29][CH:28]=[CH:27][CH:26]=3)[C:22]3[C:21](=[O:31])[N:20]([CH3:38])[C:19](=[O:32])[N:18]([CH3:33])[C:17]=3[C:16]=2[C:34]#[N:35])[CH2:12][CH2:13][CH2:14][NH:8][CH2:9][CH2:10]1, predict the reactants needed to synthesize it. The reactants are: C(OC([N:8]1[CH2:14][CH2:13][CH2:12][N:11]([C:15]2[N:23]([CH2:24][C:25]3[CH:30]=[CH:29][CH:28]=[CH:27][CH:26]=3)[C:22]3[C:21](=[O:31])[NH:20][C:19](=[O:32])[N:18]([CH3:33])[C:17]=3[C:16]=2[C:34]#[N:35])[CH2:10][CH2:9]1)=O)(C)(C)C.IC.[C:38](=O)([O-])[O-].[K+].[K+].C(O)(C(F)(F)F)=O.C(Cl)[Cl:52].